Dataset: Forward reaction prediction with 1.9M reactions from USPTO patents (1976-2016). Task: Predict the product of the given reaction. (1) The product is: [CH2:29]([O:28][C:27](=[O:36])[N:26]([CH:15]([C:16]1[CH:21]=[CH:20][CH:19]=[C:18]([C:22]2[N:25]=[CH:38][O:24][N:23]=2)[CH:17]=1)[CH2:14][N:11]1[CH2:12][CH2:13][C@H:9]([O:8][Si:1]([C:4]([CH3:7])([CH3:6])[CH3:5])([CH3:2])[CH3:3])[CH2:10]1)[CH3:37])[C:30]1[CH:31]=[CH:32][CH:33]=[CH:34][CH:35]=1. Given the reactants [Si:1]([O:8][C@H:9]1[CH2:13][CH2:12][N:11]([CH2:14][C@@H:15]([N:26]([CH3:37])[C:27](=[O:36])[O:28][CH2:29][C:30]2[CH:35]=[CH:34][CH:33]=[CH:32][CH:31]=2)[C:16]2[CH:21]=[CH:20][CH:19]=[C:18]([C:22](=[NH:25])[NH:23][OH:24])[CH:17]=2)[CH2:10]1)([C:4]([CH3:7])([CH3:6])[CH3:5])([CH3:3])[CH3:2].[CH3:38]OC(OC)OC, predict the reaction product. (2) Given the reactants Br[Si](C)(C)C.C([N:9](C(C)C)[C:10]1[N:15]=[CH:14][N:13]([CH2:16][C@H:17]([O:20][CH2:21][P:22]([OH:25])([OH:24])=[O:23])[CH2:18][OH:19])[C:12](=[O:26])[N:11]=1)(C)C, predict the reaction product. The product is: [OH:19][CH2:18][C@@H:17]([O:20][CH2:21][P:22]([OH:24])([OH:25])=[O:23])[CH2:16][N:13]1[CH:14]=[N:15][C:10]([NH2:9])=[N:11][C:12]1=[O:26].